Task: Predict the product of the given reaction.. Dataset: Forward reaction prediction with 1.9M reactions from USPTO patents (1976-2016) (1) Given the reactants [Cl:1][C:2]1[CH:3]=[C:4]([CH:7]=[CH:8][C:9]=1[Cl:10])[CH2:5][NH2:6].C(N(C(C)C)CC)(C)C.Cl[C:21](OC1C=CC([N+]([O-])=O)=CC=1)=[O:22].[NH2:33][CH:34]1[CH2:39][CH2:38][N:37]([CH3:40])[CH2:36][CH2:35]1, predict the reaction product. The product is: [Cl:1][C:2]1[CH:3]=[C:4]([CH:7]=[CH:8][C:9]=1[Cl:10])[CH2:5][NH:6][C:21]([NH:33][CH:34]1[CH2:39][CH2:38][N:37]([CH3:40])[CH2:36][CH2:35]1)=[O:22]. (2) The product is: [OH:23][C:24]([CH3:37])([C:28]([NH:30][CH2:31][CH2:32][C:33]([F:34])([F:35])[F:36])=[O:29])[C:25]([NH:1][C@@H:2]1[C:8](=[O:9])[N:7]([CH2:10][C:11]([F:14])([F:12])[F:13])[C:6]2[CH:15]=[CH:16][CH:17]=[CH:18][C:5]=2[C:4]2[CH:19]=[CH:20][CH:21]=[CH:22][C:3]1=2)=[O:26]. Given the reactants [NH2:1][C@@H:2]1[C:8](=[O:9])[N:7]([CH2:10][C:11]([F:14])([F:13])[F:12])[C:6]2[CH:15]=[CH:16][CH:17]=[CH:18][C:5]=2[C:4]2[CH:19]=[CH:20][CH:21]=[CH:22][C:3]1=2.[OH:23][C:24]([CH3:37])([C:28]([NH:30][CH2:31][CH2:32][C:33]([F:36])([F:35])[F:34])=[O:29])[C:25](O)=[O:26].O.ON1C2C=CC=CC=2N=N1.C(N(C(C)C)CC)(C)C.Cl.CN(C)CCCN=C=NCC, predict the reaction product. (3) Given the reactants [CH2:1]([O:3][C:4](=[O:12])[C:5]1[CH:10]=[CH:9][C:8]([NH2:11])=[CH:7][CH:6]=1)[CH3:2].[CH:13](=O)[C:14]1[CH:19]=[CH:18][CH:17]=[CH:16][CH:15]=1, predict the reaction product. The product is: [CH2:1]([O:3][C:4](=[O:12])[C:5]1[CH:10]=[CH:9][C:8]([N:11]=[CH:13][C:14]2[CH:19]=[CH:18][CH:17]=[CH:16][CH:15]=2)=[CH:7][CH:6]=1)[CH3:2]. (4) Given the reactants [O:1]1[CH2:6][CH2:5][CH:4]([OH:7])[CH2:3][CH2:2]1.[H-].[Na+].[Cl:10][C:11]1[N:16]=[C:15](Cl)[CH:14]=[CH:13][N:12]=1, predict the reaction product. The product is: [Cl:10][C:11]1[N:16]=[C:15]([O:7][CH:4]2[CH2:5][CH2:6][O:1][CH2:2][CH2:3]2)[CH:14]=[CH:13][N:12]=1. (5) Given the reactants [NH2:1][C:2]1[CH:10]=[CH:9][C:5]2[N:6]=[CH:7][NH:8][C:4]=2[CH:3]=1.[Cl:11][C:12]1[C:19]([Cl:20])=[CH:18][CH:17]=[CH:16][C:13]=1[CH:14]=O.[Si](C#N)(C)(C)C.[N:27]1([C:32](N2C=CN=C2)=[O:33])C=CN=[CH:28]1, predict the reaction product. The product is: [NH:6]1[C:5]2[CH:9]=[CH:10][C:2]([N:1]3[CH:14]([C:13]4[CH:16]=[CH:17][CH:18]=[C:19]([Cl:20])[C:12]=4[Cl:11])[CH2:28][NH:27][C:32]3=[O:33])=[CH:3][C:4]=2[N:8]=[CH:7]1. (6) Given the reactants Br[C:2]1[N:6]2[C@@H:7]([CH3:14])[CH2:8][N:9]([CH2:12][CH3:13])[C:10](=[O:11])[C:5]2=[C:4]([O:15][CH3:16])[C:3]=1[C:17]([O:19][CH2:20][CH3:21])=[O:18].C1(P(C2C=CC=CC=2)C2C=CC=CC=2)C=CC=CC=1.[CH3:41][N:42](C=O)C, predict the reaction product. The product is: [C:41]([C:2]1[N:6]2[C@@H:7]([CH3:14])[CH2:8][N:9]([CH2:12][CH3:13])[C:10](=[O:11])[C:5]2=[C:4]([O:15][CH3:16])[C:3]=1[C:17]([O:19][CH2:20][CH3:21])=[O:18])#[N:42].